Dataset: Forward reaction prediction with 1.9M reactions from USPTO patents (1976-2016). Task: Predict the product of the given reaction. Given the reactants [OH:1][C:2]1[CH:7]=[CH:6][C:5]([C:8]([C:11]2[CH:16]=[CH:15][C:14]([OH:17])=[CH:13][CH:12]=2)([CH3:10])[CH3:9])=[CH:4][CH:3]=1.C1OC1.[C:21]([OH:32])(=O)[C:22]1C=C[C:22]([C:21]([OH:32])=O)=[CH:23][CH:23]=1.NC(N)=O.NCCCCCCN, predict the reaction product. The product is: [OH:1][C:2]1[CH:3]=[CH:4][C:5]([C:8]([C:11]2[CH:12]=[CH:13][C:14]([OH:17])=[CH:15][CH:16]=2)([CH3:10])[CH3:9])=[CH:6][CH:7]=1.[CH2:21]1[O:32][CH:22]1[CH3:23].